Dataset: Peptide-MHC class II binding affinity with 134,281 pairs from IEDB. Task: Regression. Given a peptide amino acid sequence and an MHC pseudo amino acid sequence, predict their binding affinity value. This is MHC class II binding data. (1) The peptide sequence is LSSTGSSCLFVLILF. The MHC is DRB1_1101 with pseudo-sequence DRB1_1101. The binding affinity (normalized) is 0.180. (2) The peptide sequence is AAGTAAQAAVVRFQE. The MHC is DRB1_1501 with pseudo-sequence DRB1_1501. The binding affinity (normalized) is 0.241. (3) The peptide sequence is KLKIQNVIIDECYGA. The MHC is HLA-DPA10201-DPB11401 with pseudo-sequence HLA-DPA10201-DPB11401. The binding affinity (normalized) is 0.0598. (4) The peptide sequence is TFTVEKGSNEKHLAV. The MHC is DRB1_0401 with pseudo-sequence DRB1_0401. The binding affinity (normalized) is 0.167. (5) The peptide sequence is LTPLLPPSLLFLPKA. The MHC is DRB1_0101 with pseudo-sequence DRB1_0101. The binding affinity (normalized) is 0.724. (6) The peptide sequence is VDGNPTVDIEEAPEM. The MHC is DRB3_0301 with pseudo-sequence DRB3_0301. The binding affinity (normalized) is 0.714. (7) The peptide sequence is AEAVKKFGYELEALA. The MHC is DRB3_0202 with pseudo-sequence DRB3_0202. The binding affinity (normalized) is 0.